From a dataset of Reaction yield outcomes from USPTO patents with 853,638 reactions. Predict the reaction yield, written as a fraction of the theoretical maximum amount of product (1.0 means a 100% yield; for example, 0.34 means a 34% yield). (1) The reactants are [Br:1][C:2]1[CH:3]=[C:4]([CH:9]=[C:10]([C:12]([F:15])([F:14])[F:13])[CH:11]=1)[C:5](OC)=[O:6].ClC1C=C(CO)C=C(C(F)(F)F)C=1. No catalyst specified. The product is [Br:1][C:2]1[CH:3]=[C:4]([CH2:5][OH:6])[CH:9]=[C:10]([C:12]([F:14])([F:15])[F:13])[CH:11]=1. The yield is 0.350. (2) The reactants are [OH:1][C:2]1[CH:28]=[CH:27][CH:26]=[CH:25][C:3]=1[CH2:4][NH:5][C:6]([NH:8][C:9]1[N:13]([C:14]2[CH:19]=[CH:18][C:17]([CH3:20])=[CH:16][CH:15]=2)[N:12]=[C:11]([C:21]([CH3:24])([CH3:23])[CH3:22])[CH:10]=1)=[O:7].Cl[C:30]1[CH:35]=[CH:34][N:33]=[C:32]([S:36][CH3:37])[N:31]=1.C(=O)([O-])[O-].[K+].[K+].C(O)(=O)CC(CC(O)=O)(C(O)=O)O. The catalyst is CN(C)C=O. The product is [CH3:37][S:36][C:32]1[N:33]=[C:34]([O:1][C:2]2[CH:28]=[CH:27][CH:26]=[CH:25][C:3]=2[CH2:4][NH:5][C:6]([NH:8][C:9]2[N:13]([C:14]3[CH:19]=[CH:18][C:17]([CH3:20])=[CH:16][CH:15]=3)[N:12]=[C:11]([C:21]([CH3:23])([CH3:24])[CH3:22])[CH:10]=2)=[O:7])[CH:35]=[CH:30][N:31]=1. The yield is 0.980. (3) The reactants are FC(F)(F)C(O)=O.C(O[C:13](=O)[N:14]([C:16]1[CH:21]=[CH:20][C:19]([CH:22]=[CH:23][C:24]2[CH:29]=[CH:28][C:27]([O:30][CH2:31][CH2:32][O:33][CH2:34][CH2:35][F:36])=[CH:26][CH:25]=2)=[CH:18][CH:17]=1)C)(C)(C)C. The catalyst is ClCCl. The product is [F:36][CH2:35][CH2:34][O:33][CH2:32][CH2:31][O:30][C:27]1[CH:28]=[CH:29][C:24]([CH:23]=[CH:22][C:19]2[CH:20]=[CH:21][C:16]([NH:14][CH3:13])=[CH:17][CH:18]=2)=[CH:25][CH:26]=1. The yield is 0.560. (4) The reactants are [CH3:1][O:2][C:3]1[CH:8]=[CH:7][C:6]([CH2:9][C:10]([OH:12])=[O:11])=[CH:5][CH:4]=1.[Li+].[CH3:14][Si]([N-][Si](C)(C)C)(C)C.[C:23]([C:25]1[CH:33]=[CH:32][C:28]([C:29](Cl)=[O:30])=[CH:27][C:26]=1[F:34])#[N:24].[NH4+].[Cl-]. The catalyst is C1COCC1. The product is [CH3:14][O:11][C:10](=[O:12])[CH:9]([C:6]1[CH:5]=[CH:4][C:3]([O:2][CH3:1])=[CH:8][CH:7]=1)[C:29]([C:28]1[CH:32]=[CH:33][C:25]([C:23]#[N:24])=[C:26]([F:34])[CH:27]=1)=[O:30]. The yield is 0.450. (5) The reactants are [CH3:1][C:2]([CH3:35])([O:4][C:5]([NH:7][CH2:8][C@@H:9]1[O:13][C:12](=[O:14])[N:11]([C:15]2[CH:16]=[C:17]3[C:22](=[CH:23][CH:24]=2)[CH2:21][N:20](C(OCC2C=CC=CC=2)=O)[CH2:19][CH2:18]3)[CH2:10]1)=[O:6])[CH3:3]. The catalyst is CO.[OH-].[OH-].[Pd+2]. The product is [O:14]=[C:12]1[N:11]([C:15]2[CH:16]=[C:17]3[C:22](=[CH:23][CH:24]=2)[CH2:21][NH:20][CH2:19][CH2:18]3)[CH2:10][C@H:9]([CH2:8][NH:7][C:5](=[O:6])[O:4][C:2]([CH3:3])([CH3:1])[CH3:35])[O:13]1. The yield is 1.00. (6) The reactants are [OH:1][C:2]1[CH:20]=[CH:19][C:5]([C:6]2[C:15](=[O:16])[C:14]3[C:9](=[CH:10][C:11]([OH:18])=[CH:12][C:13]=3[CH3:17])[O:8][CH:7]=2)=[CH:4][CH:3]=1.[C:21](OC(=O)C)(=[O:23])[CH3:22].[CH3:28][C:29](CC(O)=O)=[O:30]. The catalyst is N1C=CC=CC=1. The product is [C:21]([O:1][C:2]1[CH:3]=[CH:4][C:5]([C:6]2[C:15](=[O:16])[C:14]3[C:9](=[CH:10][C:11]([O:18][C:29](=[O:30])[CH3:28])=[CH:12][C:13]=3[CH3:17])[O:8][CH:7]=2)=[CH:19][CH:20]=1)(=[O:23])[CH3:22]. The yield is 0.910. (7) The reactants are [CH3:1][C:2]1[CH:3]=[C:4]([CH:25]=[C:26]([CH3:37])[C:27]=1[N:28]1[CH:32]=[C:31]([C:33]([F:36])([F:35])[F:34])[CH:30]=[N:29]1)[O:5][C@H:6]([C:10]1[CH:24]=[CH:23][C:13]([C:14]([NH:16][CH2:17][CH2:18][C:19]([O:21]C)=[O:20])=[O:15])=[CH:12][CH:11]=1)[CH2:7][CH2:8][CH3:9].CO.[OH-].[Na+].Cl. The catalyst is O. The product is [CH3:1][C:2]1[CH:3]=[C:4]([CH:25]=[C:26]([CH3:37])[C:27]=1[N:28]1[CH:32]=[C:31]([C:33]([F:35])([F:34])[F:36])[CH:30]=[N:29]1)[O:5][C@H:6]([C:10]1[CH:11]=[CH:12][C:13]([C:14]([NH:16][CH2:17][CH2:18][C:19]([OH:21])=[O:20])=[O:15])=[CH:23][CH:24]=1)[CH2:7][CH2:8][CH3:9]. The yield is 0.800. (8) The reactants are COC[CH2:4][CH2:5][NH2:6].[CH3:7][N:8]1[C:12]([C:13]2[CH:18]=[CH:17][N:16]=[C:15]([NH:19][C:20]3[CH:25]=[CH:24][C:23]([S:26](F)(=[O:28])=[O:27])=[CH:22][CH:21]=3)[N:14]=2)=[CH:11][N:10]=[C:9]1[CH3:30]. The catalyst is CN(C)C1C=CN=CC=1. The product is [CH3:7][N:8]1[C:12]([C:13]2[CH:18]=[CH:17][N:16]=[C:15]([NH:19][C:20]3[CH:25]=[CH:24][C:23]([S:26](=[O:28])(=[O:27])[NH:6][CH2:5][CH2:4][S:26]([CH3:23])(=[O:28])=[O:27])=[CH:22][CH:21]=3)[N:14]=2)=[CH:11][N:10]=[C:9]1[CH3:30]. The yield is 0.810. (9) The reactants are [Cl:1][C:2]1[CH:7]=[C:6]([N+:8]([O-])=O)[CH:5]=[CH:4][C:3]=1[N:11]1[CH2:16][CH2:15][N:14]([C:17]([O:19][C:20]([CH3:23])([CH3:22])[CH3:21])=[O:18])[CH2:13][CH2:12]1. The catalyst is CCO. The product is [NH2:8][C:6]1[CH:5]=[CH:4][C:3]([N:11]2[CH2:16][CH2:15][N:14]([C:17]([O:19][C:20]([CH3:22])([CH3:21])[CH3:23])=[O:18])[CH2:13][CH2:12]2)=[C:2]([Cl:1])[CH:7]=1. The yield is 0.980.